From a dataset of Reaction yield outcomes from USPTO patents with 853,638 reactions. Predict the reaction yield, written as a fraction of the theoretical maximum amount of product (1.0 means a 100% yield; for example, 0.34 means a 34% yield). (1) The reactants are [CH3:1][N:2](C=O)C.CI.CN(C)[CH2:10][C:11]1[C:19]2[C:14](=[CH:15][C:16]([N+:20]([O-:22])=[O:21])=[CH:17][CH:18]=2)[NH:13][CH:12]=1.[C-]#N.[K+]. The catalyst is O.C1COCC1. The product is [N+:20]([C:16]1[CH:15]=[C:14]2[C:19]([C:11]([CH2:10][C:1]#[N:2])=[CH:12][NH:13]2)=[CH:18][CH:17]=1)([O-:22])=[O:21]. The yield is 0.360. (2) The catalyst is O1CCCC1.O. The reactants are [CH:1]1([CH2:6][C@H:7]([C:19]2[CH:24]=[CH:23][C:22]([Cl:25])=[C:21]([Cl:26])[CH:20]=2)[C:8](N2[C@@H](C(C)C)COC2=O)=[O:9])[CH2:5][CH2:4][CH2:3][CH2:2]1.[OH:27]O.[OH-].[Li+]. The yield is 0.700. The product is [CH:1]1([CH2:6][C@H:7]([C:19]2[CH:24]=[CH:23][C:22]([Cl:25])=[C:21]([Cl:26])[CH:20]=2)[C:8]([OH:9])=[O:27])[CH2:2][CH2:3][CH2:4][CH2:5]1. (3) The reactants are [Li]CCCC.C[CH2:7][CH2:8][CH2:9][CH2:10][CH3:11].[C:12]([OH:17])(=[O:16])CC=C.[CH:18](I)(C)C. The catalyst is C1COCC1. The product is [CH:10]([CH:9]([CH:8]=[CH2:7])[C:12]([OH:17])=[O:16])([CH3:11])[CH3:18]. The yield is 0.537.